Dataset: Forward reaction prediction with 1.9M reactions from USPTO patents (1976-2016). Task: Predict the product of the given reaction. (1) Given the reactants [CH2:1]([P:3](=[O:6])([OH:5])[OH:4])[CH3:2].O.O.O.O.O.O.[Cl-].[Al+3:14].[Cl-].[Cl-], predict the reaction product. The product is: [Al+3:14].[CH2:1]([P:3](=[O:4])([O-:6])[O-:5])[CH3:2].[CH2:1]([P:3](=[O:4])([O-:6])[O-:5])[CH3:2].[CH2:1]([P:3](=[O:4])([O-:6])[O-:5])[CH3:2].[Al+3:14]. (2) Given the reactants [Br:1][C:2]1[CH:3]=[C:4]([N+:12]([O-])=O)[C:5]([CH3:11])=[C:6]([CH:10]=1)[C:7]([OH:9])=[O:8].[Cl-].[NH4+], predict the reaction product. The product is: [NH2:12][C:4]1[C:5]([CH3:11])=[C:6]([CH:10]=[C:2]([Br:1])[CH:3]=1)[C:7]([OH:9])=[O:8]. (3) Given the reactants [CH3:1][C:2]([C@@H:4]1[C@@:8]2([CH3:23])[CH2:9][CH2:10][C@@H:11]3[C@@:16]4([CH3:22])[CH2:17][CH2:18][C@H:19]([OH:21])[CH2:20][C:15]4=[CH:14][CH2:13][C@H:12]3[C@@H:7]2[CH2:6][CH2:5]1)=[O:3].C(O)(=O)C.[H][H], predict the reaction product. The product is: [OH:21][C@H:19]1[CH2:18][CH2:17][C@@:16]2([CH3:22])[C@@H:15]([CH2:14][CH2:13][C@@H:12]3[C@@H:11]2[CH2:10][CH2:9][C@@:8]2([CH3:23])[C@H:7]3[CH2:6][CH2:5][C@@H:4]2[C:2](=[O:3])[CH3:1])[CH2:20]1. (4) Given the reactants [Br:1][C:2]1[C:3]([CH3:9])=[C:4]([CH:6]=[CH:7][CH:8]=1)[NH2:5].[F:10][C:11]([F:22])([F:21])[C:12](O[C:12](=[O:13])[C:11]([F:22])([F:21])[F:10])=[O:13].[N+:23]([O-])([O-:25])=[O:24].[K+], predict the reaction product. The product is: [Br:1][C:2]1[C:3]([CH3:9])=[C:4]([NH:5][C:12](=[O:13])[C:11]([F:22])([F:21])[F:10])[C:6]([N+:23]([O-:25])=[O:24])=[CH:7][CH:8]=1. (5) The product is: [F:1][C:2]1[CH:3]=[CH:4][C:5]([N:8]2[C:16]3[C:11](=[CH:12][C:13]([C:17]([NH:19][CH3:20])=[O:18])=[CH:14][CH:15]=3)[C:10]([C:3]3[CH2:4][CH2:5][NH:8][CH2:22][CH:23]=3)=[CH:9]2)=[CH:6][CH:7]=1. Given the reactants [F:1][C:2]1[CH:7]=[CH:6][C:5]([N:8]2[C:16]3[C:11](=[CH:12][C:13]([C:17]([NH:19][CH3:20])=[O:18])=[CH:14][CH:15]=3)[CH:10]=[CH:9]2)=[CH:4][CH:3]=1.O.[C:22](O)(=O)[CH3:23], predict the reaction product. (6) The product is: [Br:1][C:2]1[CH:3]=[CH:4][C:5]([Cl:11])=[C:6]([CH:10]=1)[CH2:7][C:28]1[CH:27]=[CH:26][C:25]2[O:20][CH2:21][CH2:22][O:23][C:24]=2[CH:29]=1. Given the reactants [Br:1][C:2]1[C:3](OC)=[CH:4][C:5]([Cl:11])=[C:6]([CH:10]=1)[C:7](O)=O.C(Cl)(=O)C(Cl)=O.[O:20]1[C:25]2[CH:26]=[CH:27][CH:28]=[CH:29][C:24]=2[O:23][CH2:22][CH2:21]1.[Al+3].[Cl-].[Cl-].[Cl-].C([SiH](CC)CC)C.B(F)(F)F.CCOCC, predict the reaction product. (7) Given the reactants [Br:1][C:2]1[CH:3]=[C:4]([CH2:7][C:8]([OH:10])=[O:9])[S:5][CH:6]=1.[CH3:11][Si]([N-][Si](C)(C)C)(C)C.[Li+].IC, predict the reaction product. The product is: [Br:1][C:2]1[CH:3]=[C:4]([CH:7]([CH3:11])[C:8]([OH:10])=[O:9])[S:5][CH:6]=1.